Dataset: Reaction yield outcomes from USPTO patents with 853,638 reactions. Task: Predict the reaction yield, written as a fraction of the theoretical maximum amount of product (1.0 means a 100% yield; for example, 0.34 means a 34% yield). (1) The reactants are [CH:1]1[C:6]([CH:7]=[O:8])=[CH:5][CH:4]=[C:3]([CH:9]=[O:10])[CH:2]=1.NCC1C=CC=CN=1.[H][H]. The catalyst is [Pd].CO. The product is [OH:10][CH2:9][C:3]1[CH:2]=[CH:1][C:6]([CH:7]=[O:8])=[CH:5][CH:4]=1. The yield is 0.780. (2) The reactants are [O:1]1[C:5]([C:6]2[CH:11]=[CH:10][C:9]([NH:12][C:13]3[N:14]=[C:15]([N:23]([C:27]4[CH:32]=[CH:31][CH:30]=[CH:29][CH:28]=4)[CH2:24][CH2:25][OH:26])[C:16]4[CH2:22][NH:21][CH2:20][CH2:19][C:17]=4[N:18]=3)=[CH:8][CH:7]=2)=[CH:4][N:3]=[CH:2]1.C(N(C(C)C)C(C)C)C.F[P-](F)(F)(F)(F)F.N1(OC(N(C)C)=[N+](C)C)C2C=CC=CC=2N=N1.[C:66](O)(=[O:69])[CH2:67][OH:68]. The catalyst is CN(C=O)C. The product is [OH:69][CH2:66][C:67]([N:21]1[CH2:20][CH2:19][C:17]2[N:18]=[C:13]([NH:12][C:9]3[CH:10]=[CH:11][C:6]([C:5]4[O:1][CH:2]=[N:3][CH:4]=4)=[CH:7][CH:8]=3)[N:14]=[C:15]([N:23]([CH2:24][CH2:25][OH:26])[C:27]3[CH:28]=[CH:29][CH:30]=[CH:31][CH:32]=3)[C:16]=2[CH2:22]1)=[O:68]. The yield is 0.185. (3) The reactants are [N:1]([CH2:4][CH:5]1[O:10][C:9]2[C:11](Br)=[CH:12][CH:13]=[CH:14][C:8]=2[N:7]([CH3:16])[CH2:6]1)=[N+:2]=[N-:3].[F:17][C:18]1[CH:23]=[CH:22][CH:21]=[CH:20][C:19]=1B(O)O. No catalyst specified. The product is [N:1]([CH2:4][CH:5]1[O:10][C:9]2[C:11]([C:19]3[CH:20]=[CH:21][CH:22]=[CH:23][C:18]=3[F:17])=[CH:12][CH:13]=[CH:14][C:8]=2[N:7]([CH3:16])[CH2:6]1)=[N+:2]=[N-:3]. The yield is 0.890. (4) The reactants are [C:1]([C:3]1[C:8]([C:9]([F:12])([F:11])[F:10])=[CH:7][C:6]([N+:13]([O-])=O)=[CH:5][N:4]=1)#[N:2]. The catalyst is [Au].CCOCC. The product is [NH2:13][C:6]1[CH:7]=[C:8]([C:9]([F:12])([F:10])[F:11])[C:3]([C:1]#[N:2])=[N:4][CH:5]=1. The yield is 0.820. (5) The reactants are [CH3:1][C:2]1[CH:3]=[N:4][N:5]([CH2:7][C:8]2[CH:23]=[CH:22][C:11]([C:12]([C:14]3[CH:15]=[N:16][CH:17]=[C:18]([CH:21]=3)[C:19]#N)=[O:13])=[CH:10][CH:9]=2)[CH:6]=1.[OH-:24].[Li+].[OH2:26]. The catalyst is C1COCC1. The product is [CH3:1][C:2]1[CH:3]=[N:4][N:5]([CH2:7][C:8]2[CH:23]=[CH:22][C:11]([C:12]([C:14]3[CH:15]=[N:16][CH:17]=[C:18]([CH:21]=3)[C:19]([OH:26])=[O:24])=[O:13])=[CH:10][CH:9]=2)[CH:6]=1. The yield is 0.711.